This data is from Forward reaction prediction with 1.9M reactions from USPTO patents (1976-2016). The task is: Predict the product of the given reaction. (1) Given the reactants [CH3:1][C:2]1[CH:7]=[CH:6][N:5]=[CH:4][CH:3]=1.[C:8]([O:12][C:13]([N:15]1[CH2:20][CH2:19][CH:18]([CH2:21][CH:22]2[CH2:24][O:23]2)[CH2:17][CH2:16]1)=[O:14])([CH3:11])([CH3:10])[CH3:9], predict the reaction product. The product is: [C:8]([O:12][C:13]([N:15]1[CH2:20][CH2:19][CH:18]([CH2:21][CH:22]([OH:23])[CH2:24][CH2:1][C:2]2[CH:7]=[CH:6][N:5]=[CH:4][CH:3]=2)[CH2:17][CH2:16]1)=[O:14])([CH3:11])([CH3:10])[CH3:9]. (2) Given the reactants [C:1]([C:3]1[CH:4]=[C:5]([N:10]([CH2:15][C:16]2[CH:21]=[CH:20][CH:19]=[C:18](I)[CH:17]=2)[C:11](=[O:14])[CH2:12][CH3:13])[CH:6]=[C:7]([F:9])[CH:8]=1)#[N:2].[C:23]1([CH3:32])[CH:28]=[CH:27][CH:26]=[CH:25][C:24]=1B(O)O, predict the reaction product. The product is: [C:1]([C:3]1[CH:4]=[C:5]([N:10]([CH2:15][C:16]2[CH:21]=[CH:20][C:19]([C:24]3[CH:25]=[CH:26][CH:27]=[CH:28][C:23]=3[CH3:32])=[CH:18][CH:17]=2)[C:11](=[O:14])[CH2:12][CH3:13])[CH:6]=[C:7]([F:9])[CH:8]=1)#[N:2]. (3) Given the reactants [N:1]1([CH2:6][CH2:7][CH2:8][NH:9][C:10](=[O:32])/[C:11](/[CH2:20][O:21][C:22]2[C:31]3[C:26](=[CH:27][CH:28]=[CH:29][CH:30]=3)[CH:25]=[CH:24][CH:23]=2)=[CH:12]/[CH2:13][CH2:14][CH2:15][CH2:16][C:17](O)=[O:18])[CH:5]=[CH:4][N:3]=[CH:2]1.C(N(CC)CC)C.Cl.C(N(CC)CCCN=C=NCC)C.[O:54]1[CH2:59][CH2:58][CH2:57][CH2:56][CH:55]1[O:60][NH2:61], predict the reaction product. The product is: [N:1]1([CH2:6][CH2:7][CH2:8][NH:9][C:10](=[O:32])/[C:11](/[CH2:20][O:21][C:22]2[C:31]3[C:26](=[CH:27][CH:28]=[CH:29][CH:30]=3)[CH:25]=[CH:24][CH:23]=2)=[CH:12]/[CH2:13][CH2:14][CH2:15][CH2:16][C:17]([NH:61][O:60][CH:55]2[CH2:56][CH2:57][CH2:58][CH2:59][O:54]2)=[O:18])[CH:5]=[CH:4][N:3]=[CH:2]1. (4) Given the reactants [C:1]([O:5][C:6]([NH:8][CH:9]([CH2:15][CH2:16][CH2:17][CH3:18])[C@H:10]([OH:14])[C:11]([OH:13])=O)=[O:7])([CH3:4])([CH3:3])[CH3:2].[CH2:19]([NH2:26])[C:20]1[CH:25]=[CH:24][CH:23]=[CH:22][CH:21]=1.CN(C(ON1N=NC2C=CC=NC1=2)=[N+](C)C)C.F[P-](F)(F)(F)(F)F.C(N(CC)C(C)C)(C)C, predict the reaction product. The product is: [C:1]([O:5][C:6](=[O:7])[NH:8][C@H:9]([CH:10]([C:11](=[O:13])[NH:26][CH2:19][C:20]1[CH:25]=[CH:24][CH:23]=[CH:22][CH:21]=1)[OH:14])[CH2:15][CH2:16][CH2:17][CH3:18])([CH3:2])([CH3:3])[CH3:4]. (5) Given the reactants [CH2:1]([N:8]1[C:16]2[C:11](=[N:12][C:13](Cl)=[CH:14][CH:15]=2)[CH:10]=[C:9]1[C:18]1[N:19]=[CH:20][N:21]([CH3:23])[CH:22]=1)[C:2]1[CH:7]=[CH:6][CH:5]=[CH:4][CH:3]=1.[NH:24]([C:33](OC(C)(C)C)=O)[NH:25]C(OC(C)(C)C)=O.[C:40]([O-])([O-])=O.[Cs+].[Cs+], predict the reaction product. The product is: [CH2:1]([N:8]1[C:16]2[CH:15]=[CH:14][C:13]3[N:12]([C:33]([CH3:40])=[N:24][N:25]=3)[C:11]=2[CH:10]=[C:9]1[C:18]1[N:19]=[CH:20][N:21]([CH3:23])[CH:22]=1)[C:2]1[CH:7]=[CH:6][CH:5]=[CH:4][CH:3]=1. (6) Given the reactants [CH2:1]([CH:3]1[CH2:8][C:7](=O)[CH2:6][C:5](=[O:10])[CH2:4]1)[CH3:2].C([O-])(=O)C.[NH4+:15], predict the reaction product. The product is: [NH2:15][C:7]1[CH2:8][CH:3]([CH2:1][CH3:2])[CH2:4][C:5](=[O:10])[CH:6]=1. (7) Given the reactants [SH:1][C:2]1[NH:3][C:4]2[CH:10]=[C:9]([CH3:11])[CH:8]=[CH:7][C:5]=2[N:6]=1.Cl.Cl[CH2:14][C:15]1[CH:21]=[CH:20][C:19]([CH3:22])=[C:18]([CH3:23])[C:16]=1[NH2:17], predict the reaction product. The product is: [CH3:11][C:9]1[CH:8]=[CH:7][C:5]2[NH:6][C:2]([S:1][CH2:14][C:15]3[CH:21]=[CH:20][C:19]([CH3:22])=[C:18]([CH3:23])[C:16]=3[NH2:17])=[N:3][C:4]=2[CH:10]=1.